Dataset: Forward reaction prediction with 1.9M reactions from USPTO patents (1976-2016). Task: Predict the product of the given reaction. (1) Given the reactants [C:1]([C:5]1[CH:10]=[C:9]([S:11][C:12]([S:15][C:16]2[CH:21]=[C:20]([C:22]([CH3:25])([CH3:24])[CH3:23])[C:19]([O:26][CH2:27][CH2:28][CH2:29][C@@H:30]3[CH2:34][O:33]C(C)(C)[O:31]3)=[C:18]([C:37]([CH3:40])([CH3:39])[CH3:38])[CH:17]=2)([CH3:14])[CH3:13])[CH:8]=[C:7]([C:41]([CH3:44])([CH3:43])[CH3:42])[C:6]=1[OH:45])([CH3:4])([CH3:3])[CH3:2].Cl.[OH-].[K+], predict the reaction product. The product is: [C:22]([C:20]1[CH:21]=[C:16]([S:15][C:12]([S:11][C:9]2[CH:10]=[C:5]([C:1]([CH3:4])([CH3:3])[CH3:2])[C:6]([OH:45])=[C:7]([C:41]([CH3:44])([CH3:43])[CH3:42])[CH:8]=2)([CH3:14])[CH3:13])[CH:17]=[C:18]([C:37]([CH3:40])([CH3:39])[CH3:38])[C:19]=1[O:26][CH2:27][CH2:28][CH2:29][C@H:30]([OH:31])[CH2:34][OH:33])([CH3:25])([CH3:24])[CH3:23]. (2) Given the reactants [NH2:1][C:2]1[C:3]([CH3:24])=[C:4]([CH:20]=[C:21]([F:23])[CH:22]=1)[CH2:5][N:6]1[CH2:11][CH2:10][N:9]([C:12]([CH:14]2[CH2:18][CH2:17][CH2:16][CH2:15]2)=[O:13])[C@@H:8]([CH3:19])[CH2:7]1.CN(C(ON1N=NC2C=CC=NC1=2)=[N+](C)C)C.F[P-](F)(F)(F)(F)F.[C:49]([C:51]1[CH:52]=[C:53]([CH:57]=[CH:58][CH:59]=1)[C:54](O)=[O:55])#[N:50].CCN(C(C)C)C(C)C, predict the reaction product. The product is: [C:49]([C:51]1[CH:52]=[C:53]([CH:57]=[CH:58][CH:59]=1)[C:54]([NH:1][C:2]1[CH:22]=[C:21]([F:23])[CH:20]=[C:4]([CH2:5][N:6]2[CH2:11][CH2:10][N:9]([C:12]([CH:14]3[CH2:18][CH2:17][CH2:16][CH2:15]3)=[O:13])[C@@H:8]([CH3:19])[CH2:7]2)[C:3]=1[CH3:24])=[O:55])#[N:50]. (3) Given the reactants [N:1]1[CH:6]=[CH:5][CH:4]=[CH:3][C:2]=1[C:7]#[C:8][C:9]1[CH:10]=[CH:11][C:12]([C:15]2[N:19]=[C:18]([C:20]([NH2:23])([CH3:22])[CH3:21])[O:17][N:16]=2)=[N:13][CH:14]=1.[CH3:24]C(O)=O.[BH3-]C#N.[Na+].C=O, predict the reaction product. The product is: [CH3:24][NH:23][C:20]([C:18]1[O:17][N:16]=[C:15]([C:12]2[CH:11]=[CH:10][C:9]([C:8]#[C:7][C:2]3[CH:3]=[CH:4][CH:5]=[CH:6][N:1]=3)=[CH:14][N:13]=2)[N:19]=1)([CH3:21])[CH3:22]. (4) Given the reactants [CH2:1]([O:8][C:9]([N:11]1[CH2:17][CH2:16][CH2:15][CH2:14][CH:13]([CH2:18][NH:19][C:20]2[CH:25]=[CH:24][CH:23]=[CH:22][CH:21]=2)[CH2:12]1)=[O:10])[C:2]1[CH:7]=[CH:6][CH:5]=[CH:4][CH:3]=1.[C:26](Cl)(=[O:29])[CH2:27][CH3:28], predict the reaction product. The product is: [CH2:1]([O:8][C:9]([N:11]1[CH2:17][CH2:16][CH2:15][CH2:14][CH:13]([CH2:18][N:19]([C:20]2[CH:25]=[CH:24][CH:23]=[CH:22][CH:21]=2)[C:26](=[O:29])[CH2:27][CH3:28])[CH2:12]1)=[O:10])[C:2]1[CH:3]=[CH:4][CH:5]=[CH:6][CH:7]=1. (5) Given the reactants C([O:5][C:6](=[O:39])[CH2:7][N:8]1[C:16]2[C:11](=[CH:12][CH:13]=[C:14]([O:17][CH2:18][CH2:19][C:20]3[S:24][C:23]([C:25]4[CH:30]=[CH:29][C:28]([C:31]([F:34])([F:33])[F:32])=[CH:27][CH:26]=4)=[N:22][C:21]=3[CH3:35])[CH:15]=2)[C:10]([CH2:36][CH2:37][CH3:38])=[CH:9]1)(C)(C)C.[Li+].[OH-], predict the reaction product. The product is: [CH3:35][C:21]1[N:22]=[C:23]([C:25]2[CH:26]=[CH:27][C:28]([C:31]([F:34])([F:33])[F:32])=[CH:29][CH:30]=2)[S:24][C:20]=1[CH2:19][CH2:18][O:17][C:14]1[CH:15]=[C:16]2[C:11]([C:10]([CH2:36][CH2:37][CH3:38])=[CH:9][N:8]2[CH2:7][C:6]([OH:39])=[O:5])=[CH:12][CH:13]=1. (6) Given the reactants [CH3:1][N:2]1[CH2:7][CH2:6][N:5]([C:8]2[N:13]=[CH:12][C:11]([NH2:14])=[C:10]([C:15]3[CH:20]=[CH:19][CH:18]=[CH:17][C:16]=3[CH3:21])[CH:9]=2)[CH2:4][CH2:3]1.[C:22](#N)C.C(N(C(C)C)CC)(C)C.ClC(OCC)=O, predict the reaction product. The product is: [CH3:22][NH:14][C:11]1[CH:12]=[N:13][C:8]([N:5]2[CH2:4][CH2:3][N:2]([CH3:1])[CH2:7][CH2:6]2)=[CH:9][C:10]=1[C:15]1[CH:20]=[CH:19][CH:18]=[CH:17][C:16]=1[CH3:21]. (7) Given the reactants [Br:1][C:2]1[N:7]=[C:6]([C:8](C)([C:14](OCC)=O)[C:9]([O:11]CC)=[O:10])[CH:5]=[CH:4][C:3]=1[NH:20]S(C)(=O)=O.[OH-].[Na+].C(O)(=O)C, predict the reaction product. The product is: [NH2:20][C:3]1[CH:4]=[CH:5][C:6]([CH:8]([CH3:14])[C:9]([OH:11])=[O:10])=[N:7][C:2]=1[Br:1]. (8) Given the reactants OC1C(=O)NN=C(CCC2C=CC=CC=2)C=1.C([O:24][C:25]1[N:26]=[N:27][C:28]([C:39]([C:41]2[CH:46]=[CH:45][CH:44]=[CH:43][CH:42]=2)=[CH2:40])=[CH:29][C:30]=1[O:31]CC1C=CC=CC=1)C1C=CC=CC=1, predict the reaction product. The product is: [C:41]1([CH:39]([C:28]2[CH:29]=[C:30]([OH:31])[C:25](=[O:24])[NH:26][N:27]=2)[CH3:40])[CH:46]=[CH:45][CH:44]=[CH:43][CH:42]=1. (9) Given the reactants [N:1]1(C(OCC2C3C(=CC=CC=3)C3C2=CC=CC=3)=O)[CH2:48][CH2:47][CH2:46][C@H:2]1[C:3]([N:5]1[CH2:45][CH2:44][CH2:43][C@H:6]1[C:7]([NH:9][C@H:10]([C:36]([O:38][C:39]([CH3:42])([CH3:41])[CH3:40])=[O:37])[CH2:11][CH2:12][CH2:13][NH:14][C:15](=[NH:35])[NH:16][S:17]([C:20]1[C:33]([CH3:34])=[C:31]([CH3:32])[C:30]2[O:29][C:26]([CH3:28])([CH3:27])[CH2:25][CH2:24][C:23]=2[C:21]=1[CH3:22])(=[O:19])=[O:18])=[O:8])=[O:4].N1CCCCC1, predict the reaction product. The product is: [NH:1]1[CH2:48][CH2:47][CH2:46][C@H:2]1[C:3]([N:5]1[CH2:45][CH2:44][CH2:43][C@H:6]1[C:7]([NH:9][C@H:10]([C:36]([O:38][C:39]([CH3:40])([CH3:41])[CH3:42])=[O:37])[CH2:11][CH2:12][CH2:13][NH:14][C:15](=[NH:35])[NH:16][S:17]([C:20]1[C:33]([CH3:34])=[C:31]([CH3:32])[C:30]2[O:29][C:26]([CH3:28])([CH3:27])[CH2:25][CH2:24][C:23]=2[C:21]=1[CH3:22])(=[O:19])=[O:18])=[O:8])=[O:4]. (10) The product is: [C:12]([CH2:13][CH2:14][N:6]1[CH2:7][C@H:3]([OH:2])[CH2:4][C@H:5]1[C:8]([O:10][CH3:11])=[O:9])#[N:15]. Given the reactants Cl.[OH:2][C@H:3]1[CH2:7][NH:6][C@H:5]([C:8]([O:10][CH3:11])=[O:9])[CH2:4]1.[C:12](#[N:15])[CH:13]=[CH2:14].[OH-].[K+], predict the reaction product.